The task is: Predict the reaction yield, written as a fraction of the theoretical maximum amount of product (1.0 means a 100% yield; for example, 0.34 means a 34% yield).. This data is from Reaction yield outcomes from USPTO patents with 853,638 reactions. (1) The reactants are [Cl:1][C:2]1[CH:23]=[CH:22][C:5]([CH2:6][N:7]2[CH:12]=[C:11]([C:13]3[CH:18]=[CH:17][C:16]([CH2:19]O)=[CH:15][CH:14]=3)[CH:10]=[CH:9][C:8]2=[O:21])=[CH:4][CH:3]=1.C1C(=O)N([Br:31])C(=O)C1.C1C=CC(P(C2C=CC=CC=2)C2C=CC=CC=2)=CC=1. The catalyst is C1COCC1. The product is [Cl:1][C:2]1[CH:23]=[CH:22][C:5]([CH2:6][N:7]2[CH:12]=[C:11]([C:13]3[CH:18]=[CH:17][C:16]([CH2:19][Br:31])=[CH:15][CH:14]=3)[CH:10]=[CH:9][C:8]2=[O:21])=[CH:4][CH:3]=1. The yield is 0.670. (2) The reactants are Cl[C:2]1[CH:7]=[CH:6][C:5]([N+:8]([O-:10])=[O:9])=[CH:4][CH:3]=1.[CH3:11][Si:12]([CH3:18])([CH3:17])[Si:12]([CH3:18])([CH3:17])[CH3:11].CCCCCC.CCCCCC.C(Cl)Cl. The catalyst is C1(C)C(C)=CC=CC=1.C1C=CC([P]([Pd]([P](C2C=CC=CC=2)(C2C=CC=CC=2)C2C=CC=CC=2)([P](C2C=CC=CC=2)(C2C=CC=CC=2)C2C=CC=CC=2)[P](C2C=CC=CC=2)(C2C=CC=CC=2)C2C=CC=CC=2)(C2C=CC=CC=2)C2C=CC=CC=2)=CC=1. The product is [CH3:11][Si:12]([CH3:18])([CH3:17])[C:2]1[CH:7]=[CH:6][C:5]([N+:8]([O-:10])=[O:9])=[CH:4][CH:3]=1. The yield is 0.680. (3) The reactants are [H-].[Na+].[CH2:3]([O:5][C:6]([C:8]1[CH:17]=[C:11]2[C:12](=[O:16])[NH:13][CH2:14][CH2:15][N:10]2[N:9]=1)=[O:7])[CH3:4].[CH2:18](Br)[C:19]1[CH:24]=[CH:23][CH:22]=[CH:21][CH:20]=1. The catalyst is CN(C=O)C.O. The product is [CH2:3]([O:5][C:6]([C:8]1[CH:17]=[C:11]2[C:12](=[O:16])[N:13]([CH2:18][C:19]3[CH:24]=[CH:23][CH:22]=[CH:21][CH:20]=3)[CH2:14][CH2:15][N:10]2[N:9]=1)=[O:7])[CH3:4]. The yield is 0.830. (4) The reactants are [CH:1]1([N:4]2[C:9](=[O:10])[C:8]3=[C:11]([NH:18][C:19]4[CH:24]=[CH:23][C:22]([C:25]#[C:26][Si](C)(C)C)=[CH:21][C:20]=4[F:31])[N:12]([CH3:17])[C:13](=[O:16])[C:14]([CH3:15])=[C:7]3[N:6]([C:32]3[CH:33]=[C:34]([NH:38][C:39](=[O:41])[CH3:40])[CH:35]=[CH:36][CH:37]=3)[C:5]2=[O:42])[CH2:3][CH2:2]1.C(=O)([O-])[O-].[K+].[K+].CO.CN(C)C=O.Cl. The catalyst is O. The product is [CH:1]1([N:4]2[C:9](=[O:10])[C:8]3=[C:11]([NH:18][C:19]4[CH:24]=[CH:23][C:22]([C:25]#[CH:26])=[CH:21][C:20]=4[F:31])[N:12]([CH3:17])[C:13](=[O:16])[C:14]([CH3:15])=[C:7]3[N:6]([C:32]3[CH:33]=[C:34]([NH:38][C:39](=[O:41])[CH3:40])[CH:35]=[CH:36][CH:37]=3)[C:5]2=[O:42])[CH2:2][CH2:3]1. The yield is 0.930. (5) The reactants are [C:1]([N:4]1[C:13]2[C:8](=[CH:9][C:10]([C:14]#[CH:15])=[CH:11][CH:12]=2)[C@H:7]([NH:16][C:17](=[O:22])[O:18][CH:19]([CH3:21])[CH3:20])[CH2:6][C@@H:5]1[CH3:23])(=[O:3])[CH3:2].CN(C)C=O.C[Si]([N:33]=[N+:34]=[N-:35])(C)C. The catalyst is [Cu]I.CO. The product is [C:1]([N:4]1[C:13]2[C:8](=[CH:9][C:10]([C:14]3[N:33]=[N:34][NH:35][CH:15]=3)=[CH:11][CH:12]=2)[C@H:7]([NH:16][C:17](=[O:22])[O:18][CH:19]([CH3:20])[CH3:21])[CH2:6][C@@H:5]1[CH3:23])(=[O:3])[CH3:2]. The yield is 0.330. (6) The product is [CH3:12][O:11][CH:10]([O:13][CH3:14])[CH2:9][N:1]1[CH:5]=[CH:4][N:3]=[C:2]1[CH:6]=[O:7]. The yield is 0.320. The reactants are [NH:1]1[CH:5]=[CH:4][N:3]=[C:2]1[CH:6]=[O:7].Br[CH2:9][CH:10]([O:13][CH3:14])[O:11][CH3:12].C(=O)([O-])[O-].[K+].[K+].[I-].[K+]. The catalyst is CN(C=O)C.